Dataset: Full USPTO retrosynthesis dataset with 1.9M reactions from patents (1976-2016). Task: Predict the reactants needed to synthesize the given product. (1) Given the product [Cl:10][C:11]1[CH:12]=[CH:13][C:14]([C:17]2[N:18]=[CH:19][C:20]([C:30]([NH:8][CH:5]3[CH2:6][CH2:7][C:2]([F:9])([F:1])[CH2:3][CH2:4]3)=[O:31])=[N:21][C:22]=2[C:23]2[CH:28]=[CH:27][C:26]([Cl:29])=[CH:25][CH:24]=2)=[CH:15][CH:16]=1, predict the reactants needed to synthesize it. The reactants are: [F:1][C:2]1([F:9])[CH2:7][CH2:6][CH:5]([NH2:8])[CH2:4][CH2:3]1.[Cl:10][C:11]1[CH:16]=[CH:15][C:14]([C:17]2[N:18]=[CH:19][C:20]([C:30](O)=[O:31])=[N:21][C:22]=2[C:23]2[CH:28]=[CH:27][C:26]([Cl:29])=[CH:25][CH:24]=2)=[CH:13][CH:12]=1. (2) Given the product [CH3:13][C:14]1[CH2:18][CH:17]([CH2:19][O:20][C@H:21]2[CH2:26][CH2:25][C@H:24]([N:27]3[C:32](=[O:33])[C:31]([CH2:34][C:35]4[CH:40]=[CH:39][C:38]([C:41]5[CH:46]=[CH:45][CH:44]=[CH:43][C:42]=5[C:47]5[NH:3][C:4](=[O:7])[O:5][N:48]=5)=[CH:37][CH:36]=4)=[C:30]([CH2:49][CH2:50][CH3:51])[N:29]4[N:52]=[CH:53][N:54]=[C:28]34)[CH2:23][CH2:22]2)[O:16][N:15]=1, predict the reactants needed to synthesize it. The reactants are: [Cl-].O[NH3+:3].[C:4](=[O:7])([O-])[OH:5].[Na+].CS(C)=O.[CH3:13][C:14]1[CH2:18][CH:17]([CH2:19][O:20][C@H:21]2[CH2:26][CH2:25][C@H:24]([N:27]3[C:32](=[O:33])[C:31]([CH2:34][C:35]4[CH:40]=[CH:39][C:38]([C:41]5[C:42]([C:47]#[N:48])=[CH:43][CH:44]=[CH:45][CH:46]=5)=[CH:37][CH:36]=4)=[C:30]([CH2:49][CH2:50][CH3:51])[N:29]4[N:52]=[CH:53][N:54]=[C:28]34)[CH2:23][CH2:22]2)[O:16][N:15]=1.